The task is: Predict the product of the given reaction.. This data is from Forward reaction prediction with 1.9M reactions from USPTO patents (1976-2016). (1) Given the reactants C([O:4][C@@H:5]1[C@@H:10]([O:11]C(=O)C)[C@H:9]([O:15]C(=O)C)[C@@H:8]([CH2:19][O:20]C(=O)C)[O:7][C@H:6]1[N:24]1[C:32]2[C:27](=[CH:28][CH:29]=[CH:30][CH:31]=2)[C:26]([S:33][C:34]2[CH:39]=[CH:38][C:37]([O:40][CH:41]([CH3:43])[CH3:42])=[CH:36][C:35]=2[F:44])=[CH:25]1)(=O)C.C[O-].[Na+].C(O)(=O)C, predict the reaction product. The product is: [C@@H:6]1([N:24]2[C:32]3[C:27](=[CH:28][CH:29]=[CH:30][CH:31]=3)[C:26]([S:33][C:34]3[CH:39]=[CH:38][C:37]([O:40][CH:41]([CH3:42])[CH3:43])=[CH:36][C:35]=3[F:44])=[CH:25]2)[O:7][C@H:8]([CH2:19][OH:20])[C@@H:9]([OH:15])[C@H:10]([OH:11])[C@H:5]1[OH:4]. (2) Given the reactants [CH3:1][S:2]([C:5]1[S:6][C:7](/[C:10](=[N:13]\S(C(C)(C)C)=O)/[CH2:11][CH3:12])=[CH:8][N:9]=1)(=[O:4])=[O:3].[CH2:20]([Mg][Cl:23])[CH3:21].Cl.O1CCOCC1, predict the reaction product. The product is: [ClH:23].[CH2:20]([C:10]([NH2:13])([C:7]1[S:6][C:5]([S:2]([CH3:1])(=[O:3])=[O:4])=[N:9][CH:8]=1)[CH2:11][CH3:12])[CH3:21]. (3) The product is: [CH3:20][C:19]1[NH:21][C:3]([C:5]2[C:6]([CH3:16])=[CH:7][C:8]([CH3:15])=[C:9]([CH:14]=2)[C:10]([O:12][CH3:13])=[O:11])=[C:2]([CH3:17])[N:22]=1. Given the reactants Br[CH:2]([CH3:17])[C:3]([C:5]1[C:6]([CH3:16])=[CH:7][C:8]([CH3:15])=[C:9]([CH:14]=1)[C:10]([O:12][CH3:13])=[O:11])=O.Cl.[C:19](=[NH:22])([NH2:21])[CH3:20].C(=O)([O-])[O-].[K+].[K+], predict the reaction product. (4) Given the reactants [C:1]([O:5][C:6](=[O:46])[CH2:7][CH2:8][C@H:9]([NH:13][C:14]([C:16]1[CH:20]=[C:19]([C:21]2[CH:26]=[C:25]([O:27][C:28]3[CH:33]=[CH:32][C:31]([NH:34][C:35]([NH:37][C:38]4[CH:43]=[CH:42][CH:41]=[C:40]([CH3:44])[CH:39]=4)=[O:36])=[C:30]([F:45])[CH:29]=3)[CH:24]=[CH:23][N:22]=2)[NH:18][CH:17]=1)=[O:15])[C:10](O)=[O:11])([CH3:4])([CH3:3])[CH3:2].CN(C(O[N:55]1N=N[C:57]2C=CC=N[C:56]1=2)=[N+](C)C)C.F[P-](F)(F)(F)(F)F.C(N(CC)C(C)C)(C)C.C1COCC1.Cl, predict the reaction product. The product is: [CH2:56]([NH:55][C:10](=[O:11])[C@@H:9]([NH:13][C:14]([C:16]1[CH:20]=[C:19]([C:21]2[CH:26]=[C:25]([O:27][C:28]3[CH:33]=[CH:32][C:31]([NH:34][C:35]([NH:37][C:38]4[CH:43]=[CH:42][CH:41]=[C:40]([CH3:44])[CH:39]=4)=[O:36])=[C:30]([F:45])[CH:29]=3)[CH:24]=[CH:23][N:22]=2)[NH:18][CH:17]=1)=[O:15])[CH2:8][CH2:7][C:6]([O:5][C:1]([CH3:2])([CH3:3])[CH3:4])=[O:46])[CH3:57]. (5) Given the reactants [NH2:1][CH2:2][C:3]1[CH:15]=[C:14]2[C:6]([C:7]3[C:8]([C:19]4[CH:24]=[CH:23][CH:22]=[C:21]([N:25]5[CH2:33][C:32]6[C:27](=[CH:28][CH:29]=[CH:30][CH:31]=6)[C:26]5=[O:34])[C:20]=4[CH3:35])=[CH:9][CH:10]=[C:11]([C:16]([NH2:18])=[O:17])[C:12]=3[NH:13]2)=[CH:5][CH:4]=1.[C:36](O)(=[O:39])[CH2:37][OH:38].C1C=NC2N(O)N=NC=2C=1.C(Cl)CCl.CCN(C(C)C)C(C)C.C([O-])(O)=O.[Na+], predict the reaction product. The product is: [OH:39][CH2:36][C:37]([NH:1][CH2:2][C:3]1[CH:15]=[C:14]2[C:6]([C:7]3[C:8]([C:19]4[CH:24]=[CH:23][CH:22]=[C:21]([N:25]5[CH2:33][C:32]6[C:27](=[CH:28][CH:29]=[CH:30][CH:31]=6)[C:26]5=[O:34])[C:20]=4[CH3:35])=[CH:9][CH:10]=[C:11]([C:16]([NH2:18])=[O:17])[C:12]=3[NH:13]2)=[CH:5][CH:4]=1)=[O:38]. (6) Given the reactants [CH2:1]([N:8]1[CH:12]=[C:11]([C:13](OCC)=[O:14])[C:10]([N+:18]([O-:20])=[O:19])=[N:9]1)[C:2]1[CH:7]=[CH:6][CH:5]=[CH:4][CH:3]=1.[H-].[Al+3].[Li+].[H-].[H-].[H-], predict the reaction product. The product is: [CH2:1]([N:8]1[CH:12]=[C:11]([CH2:13][OH:14])[C:10]([N+:18]([O-:20])=[O:19])=[N:9]1)[C:2]1[CH:7]=[CH:6][CH:5]=[CH:4][CH:3]=1. (7) Given the reactants [CH2:1]([O:3][C:4](=[O:9])[C:5](Br)([CH3:7])[CH3:6])[CH3:2].[CH3:10][C:11]1[CH:16]=[CH:15][CH:14]=[CH:13][C:12]=1[OH:17].C([O-])([O-])=O.[Cs+].[Cs+], predict the reaction product. The product is: [CH2:1]([O:3][C:4](=[O:9])[C:5]([CH3:7])([O:17][C:12]1[CH:13]=[CH:14][CH:15]=[CH:16][C:11]=1[CH3:10])[CH3:6])[CH3:2]. (8) Given the reactants [CH:1]1([Mg]Br)[CH2:3][CH2:2]1.[Cl:6][C:7]1[CH:12]=[C:11]([Cl:13])[CH:10]=[CH:9][C:8]=1[N:14]1[C:19]2=[N:20][C:21]3[C:22](=[C:23]([C:29](OC)=[O:30])[CH:24]=[CH:25][C:26]=3[O:27][CH3:28])[N:18]2[CH2:17][CH2:16][CH2:15]1.O1[CH2:37][CH2:36][CH2:35]C1, predict the reaction product. The product is: [CH:1]1([C:29]([CH:35]2[CH2:36][CH2:37]2)([C:23]2[C:22]3[N:18]4[CH2:17][CH2:16][CH2:15][N:14]([C:8]5[CH:9]=[CH:10][C:11]([Cl:13])=[CH:12][C:7]=5[Cl:6])[C:19]4=[N:20][C:21]=3[C:26]([O:27][CH3:28])=[CH:25][CH:24]=2)[OH:30])[CH2:3][CH2:2]1. (9) Given the reactants C[O:2][C:3](=O)[C:4]1[CH:9]=[CH:8][C:7]([CH2:10][OH:11])=[CH:6][C:5]=1[OH:12].Cl.[NH2:15][OH:16].CO.C[O-].[Na+].CO, predict the reaction product. The product is: [OH:16][NH:15][C:3](=[O:2])[C:4]1[CH:9]=[CH:8][C:7]([CH2:10][OH:11])=[CH:6][C:5]=1[OH:12].